This data is from Full USPTO retrosynthesis dataset with 1.9M reactions from patents (1976-2016). The task is: Predict the reactants needed to synthesize the given product. (1) Given the product [Cl:1][C:2]1[CH:3]=[CH:4][C:5]2[O:14][C:13]3[CH:15]=[CH:16][CH:17]=[CH:18][C:12]=3[C:11]3[C:7](=[C:8]([CH2:19][O:20][CH2:24][CH2:25][CH2:26][NH2:27])[S:9][CH:10]=3)[C:6]=2[CH:21]=1, predict the reactants needed to synthesize it. The reactants are: [Cl:1][C:2]1[CH:3]=[CH:4][C:5]2[O:14][C:13]3[CH:15]=[CH:16][CH:17]=[CH:18][C:12]=3[C:11]3[C:7](=[C:8]([CH2:19][OH:20])[S:9][CH:10]=3)[C:6]=2[CH:21]=1.Cl.Cl[CH2:24][CH2:25][CH2:26][NH2:27]. (2) Given the product [CH3:8][N:9]([CH3:17])[C:10]1[CH:15]=[CH:14][C:13]([I:1])=[C:12]([OH:16])[CH:11]=1, predict the reactants needed to synthesize it. The reactants are: [I:1]I.C([O-])(=O)C.[Tl+].[CH3:8][N:9]([CH3:17])[C:10]1[CH:11]=[C:12]([OH:16])[CH:13]=[CH:14][CH:15]=1. (3) Given the product [Cl:1][C:2]1[C:7]([C:8]2[CH:9]=[CH:10][CH:11]=[CH:12][CH:13]=2)=[N:6][N:5]=[C:4]2[N:14]([CH3:24])[N:15]=[C:16]([C:35]3[CH:34]=[CH:28][CH:27]=[C:26]([Cl:25])[CH:36]=3)[C:3]=12, predict the reactants needed to synthesize it. The reactants are: [Cl:1][C:2]1[C:7]([C:8]2[CH:13]=[CH:12][CH:11]=[CH:10][CH:9]=2)=[N:6][N:5]=[C:4]2[N:14]([CH3:24])[N:15]=[C:16](C3C=CC=CC=3Cl)[C:3]=12.[Cl:25][C:26]1[CH:27]=[C:28]([CH:34]=[CH:35][CH:36]=1)C(CC#N)=O. (4) Given the product [CH:26]1([C:24]#[C:25][C:2]2[CH:23]=[CH:22][C:5]([C:6]([NH:8][S:9]([C:12]3[CH:17]=[CH:16][CH:15]=[CH:14][C:13]=3[S:18](=[O:21])(=[O:20])[NH2:19])(=[O:11])=[O:10])=[O:7])=[CH:4][CH:3]=2)[CH2:30][CH2:29][CH2:28][CH2:27]1, predict the reactants needed to synthesize it. The reactants are: Br[C:2]1[CH:23]=[CH:22][C:5]([C:6]([NH:8][S:9]([C:12]2[CH:17]=[CH:16][CH:15]=[CH:14][C:13]=2[S:18](=[O:21])(=[O:20])[NH2:19])(=[O:11])=[O:10])=[O:7])=[CH:4][CH:3]=1.[C:24]([CH:26]1[CH2:30][CH2:29][CH2:28][CH2:27]1)#[CH:25].C(NC(C)C)(C)C. (5) Given the product [CH2:1]([O:3][C:4]([CH:6]1[CH2:11][N:10]([CH2:12][C:13]2[CH:18]=[C:17]([O:19][CH3:20])[C:16]([O:21][CH3:22])=[C:15]([O:23][CH3:24])[CH:14]=2)[CH2:9][CH2:8][N:7]1[CH2:44][CH2:43][CH2:42][CH2:41][CH2:40][CH:39]([C:36]1[CH:35]=[CH:34][C:33]([F:32])=[CH:38][CH:37]=1)[C:46]1[CH:51]=[CH:50][C:49]([F:52])=[CH:48][CH:47]=1)=[O:5])[CH3:2], predict the reactants needed to synthesize it. The reactants are: [CH2:1]([O:3][C:4]([CH:6]1[CH2:11][N:10]([CH2:12][C:13]2[CH:18]=[C:17]([O:19][CH3:20])[C:16]([O:21][CH3:22])=[C:15]([O:23][CH3:24])[CH:14]=2)[CH2:9][CH2:8][NH:7]1)=[O:5])[CH3:2].C(N(CC)CC)C.[F:32][C:33]1[CH:38]=[CH:37][C:36]([CH:39]([C:46]2[CH:51]=[CH:50][C:49]([F:52])=[CH:48][CH:47]=2)[CH2:40][CH2:41][CH2:42][CH2:43][CH2:44]Br)=[CH:35][CH:34]=1. (6) Given the product [CH3:1][O:2][C:3]1[C:4]([CH:33]=[C:34]([CH3:36])[CH3:35])=[CH:5][C:6]2[C:12]3[N:13]([C:28]4[CH:32]=[CH:31][S:30][CH:29]=4)[N:14]=[C:15]([C:16]([N:18]4[CH2:24][CH2:23][CH2:22][CH:21]([C:25]([NH2:39])=[O:26])[CH2:20][CH2:19]4)=[O:17])[C:11]=3[CH2:10][O:9][C:7]=2[CH:8]=1, predict the reactants needed to synthesize it. The reactants are: [CH3:1][O:2][C:3]1[C:4]([CH:33]=[C:34]([CH3:36])[CH3:35])=[CH:5][C:6]2[C:12]3[N:13]([C:28]4[CH:32]=[CH:31][S:30][CH:29]=4)[N:14]=[C:15]([C:16]([N:18]4[CH2:24][CH2:23][CH2:22][CH:21]([C:25](O)=[O:26])[CH2:20][CH2:19]4)=[O:17])[C:11]=3[CH2:10][O:9][C:7]=2[CH:8]=1.C(N1C=CN=C1)([N:39]1C=CN=C1)=O.C([O-])(=O)C.[NH4+].O. (7) Given the product [NH2:10][CH2:9][CH2:8][CH2:7][CH2:6][O:5][C:4]1[CH:18]=[CH:19][CH:20]=[C:21]([N+:22]([O-:24])=[O:23])[C:3]=1[C:1]#[N:2], predict the reactants needed to synthesize it. The reactants are: [C:1]([C:3]1[C:21]([N+:22]([O-:24])=[O:23])=[CH:20][CH:19]=[CH:18][C:4]=1[O:5][CH2:6][CH2:7][CH2:8][CH2:9][NH:10]C(=O)OC(C)(C)C)#[N:2]. (8) Given the product [OH:5][CH:4]([CH3:42])[CH2:3][O:1][CH2:2][C:3]1[CH:45]=[CH:44][CH:43]=[CH:42][C:4]=1[O:5][CH2:6][CH2:7][O:8][CH:9]1[CH:14]([C:15]2[CH:16]=[CH:17][C:18]([O:21][CH2:22][CH2:23][CH2:24][O:25][CH2:26][C:27]3[CH:32]=[CH:31][CH:30]=[CH:29][C:28]=3[O:33][CH3:34])=[CH:19][CH:20]=2)[CH2:13][CH2:12][N:11]([C:35]([O:37][C:38]([CH3:41])([CH3:39])[CH3:40])=[O:36])[CH2:10]1, predict the reactants needed to synthesize it. The reactants are: [OH:1][CH2:2][C:3]1[CH:45]=[CH:44][CH:43]=[CH:42][C:4]=1[O:5][CH2:6][CH2:7][O:8][CH:9]1[CH:14]([C:15]2[CH:20]=[CH:19][C:18]([O:21][CH2:22][CH2:23][CH2:24][O:25][CH2:26][C:27]3[CH:32]=[CH:31][CH:30]=[CH:29][C:28]=3[O:33][CH3:34])=[CH:17][CH:16]=2)[CH2:13][CH2:12][N:11]([C:35]([O:37][C:38]([CH3:41])([CH3:40])[CH3:39])=[O:36])[CH2:10]1. (9) The reactants are: C(O[C:4]([C:6]1[C:11]([NH:12][C:13]2[CH:14]=[N:15][CH:16]=[N:17][CH:18]=2)=[CH:10][N:9]=[C:8]([NH:19][CH2:20][CH2:21][O:22][CH3:23])[N:7]=1)=[O:5])C.Cl.[CH3:25][NH:26][C:27]([C:29]1[C:33]([NH2:34])=[CH:32][N:31]([CH3:35])[N:30]=1)=[O:28]. Given the product [CH3:35][N:31]1[CH:32]=[C:33]([NH:34][C:4]([C:6]2[C:11]([NH:12][C:13]3[CH:18]=[N:17][CH:16]=[N:15][CH:14]=3)=[CH:10][N:9]=[C:8]([NH:19][CH2:20][CH2:21][O:22][CH3:23])[N:7]=2)=[O:5])[C:29]([C:27](=[O:28])[NH:26][CH3:25])=[N:30]1, predict the reactants needed to synthesize it. (10) The reactants are: [CH3:1][C:2]1[N:7]=[C:6]2[S:8][C:9]3[CH2:14][CH2:13][CH2:12][CH2:11][C:10]=3[C:5]2=[C:4]([CH2:15][C:16]2[CH:21]=[CH:20][CH:19]=[C:18]([O:22][CH3:23])[CH:17]=2)[C:3]=1[CH2:24][C:25]([O:27][CH3:28])=[O:26].[Li+].C[Si]([N-][Si](C)(C)C)(C)C.[CH2:39]1[CH2:43]OC[CH2:40]1.ICCC. Given the product [CH3:1][C:2]1[N:7]=[C:6]2[S:8][C:9]3[CH2:14][CH2:13][CH2:12][CH2:11][C:10]=3[C:5]2=[C:4]([CH2:15][C:16]2[CH:21]=[CH:20][CH:19]=[C:18]([O:22][CH3:23])[CH:17]=2)[C:3]=1[CH:24]([CH2:40][CH2:39][CH3:43])[C:25]([O:27][CH3:28])=[O:26], predict the reactants needed to synthesize it.